Dataset: Forward reaction prediction with 1.9M reactions from USPTO patents (1976-2016). Task: Predict the product of the given reaction. (1) Given the reactants Br[C:2]1[N:7]2[CH:8]=[C:9]([CH2:11][O:12][C:13]3[CH:22]=[CH:21][C:20]4[C:15](=[CH:16][CH:17]=[CH:18][CH:19]=4)[N:14]=3)[N:10]=[C:6]2[C:5]([N:23]2[CH2:28][CH2:27][O:26][CH2:25][CH2:24]2)=[N:4][CH:3]=1.[CH3:29][N:30](C=O)C, predict the reaction product. The product is: [O:26]1[CH2:27][CH2:28][N:23]([C:5]2[C:6]3[N:7]([CH:8]=[C:9]([CH2:11][O:12][C:13]4[CH:22]=[CH:21][C:20]5[C:15](=[CH:16][CH:17]=[CH:18][CH:19]=5)[N:14]=4)[N:10]=3)[C:2]([C:29]#[N:30])=[CH:3][N:4]=2)[CH2:24][CH2:25]1. (2) Given the reactants [CH2:1]([O:5]/[N:6]=[N+:7](/[N:9]1[CH2:13][CH2:12][CH2:11][C@H:10]1[CH2:14][OH:15])\[O-:8])[CH2:2][CH2:3][CH3:4].Cl[C:17]([O:19][CH:20]([Cl:22])[CH3:21])=[O:18].N1C=CC=CC=1, predict the reaction product. The product is: [C:17](=[O:18])([O:19][CH:20]([Cl:22])[CH3:21])[O:15][CH2:14][C@@H:10]1[CH2:11][CH2:12][CH2:13][N:9]1/[N+:7](/[O-:8])=[N:6]/[O:5][CH2:1][CH2:2][CH2:3][CH3:4]. (3) Given the reactants Cl[C:2]1[N:7]=[C:6]([N:8]2[C:12]3[CH:13]=[CH:14][CH:15]=[CH:16][C:11]=3[N:10]=[C:9]2[CH:17]([F:19])[F:18])[N:5]=[C:4]([N:20]2[CH2:25][CH2:24][O:23][CH2:22][CH2:21]2)[N:3]=1.[CH3:26][S:27]([N:30]1[CH2:35][CH2:34][NH:33][CH2:32][CH2:31]1)(=[O:29])=[O:28], predict the reaction product. The product is: [F:19][CH:17]([F:18])[C:9]1[N:8]([C:6]2[N:7]=[C:2]([N:33]3[CH2:34][CH2:35][N:30]([S:27]([CH3:26])(=[O:29])=[O:28])[CH2:31][CH2:32]3)[N:3]=[C:4]([N:20]3[CH2:21][CH2:22][O:23][CH2:24][CH2:25]3)[N:5]=2)[C:12]2[CH:13]=[CH:14][CH:15]=[CH:16][C:11]=2[N:10]=1.